From a dataset of Reaction yield outcomes from USPTO patents with 853,638 reactions. Predict the reaction yield, written as a fraction of the theoretical maximum amount of product (1.0 means a 100% yield; for example, 0.34 means a 34% yield). The product is [Br:1][C:2]1[CH:7]=[CH:6][C:5]([CH2:8][CH2:9][O:10][C:14]([CH3:21])([CH3:20])[C:15]([O:17][CH2:18][CH3:19])=[O:16])=[CH:4][CH:3]=1. The yield is 0.150. The reactants are [Br:1][C:2]1[CH:7]=[CH:6][C:5]([CH2:8][CH2:9][OH:10])=[CH:4][CH:3]=1.[H-].[Na+].Br[C:14]([CH3:21])([CH3:20])[C:15]([O:17][CH2:18][CH3:19])=[O:16].C(OCC)(=O)C. The catalyst is C1COCC1.